This data is from Full USPTO retrosynthesis dataset with 1.9M reactions from patents (1976-2016). The task is: Predict the reactants needed to synthesize the given product. Given the product [N:7]([C:1]1([O:17][CH2:16][C:15]2[CH:14]=[CH:13][C:12]([N+:9]([O-:11])=[O:10])=[CH:20][CH:19]=2)[CH2:6][CH2:5][CH2:4][CH2:3][CH2:2]1)=[O:8], predict the reactants needed to synthesize it. The reactants are: [C:1]1(=[N:7][OH:8])[CH2:6][CH2:5][CH2:4][CH2:3][CH2:2]1.[N+:9]([C:12]1[CH:20]=[CH:19][C:15]([C:16](O)=[O:17])=[CH:14][CH:13]=1)([O-:11])=[O:10].O.CCOCC.